Dataset: Full USPTO retrosynthesis dataset with 1.9M reactions from patents (1976-2016). Task: Predict the reactants needed to synthesize the given product. (1) Given the product [CH3:11][O:12][C:13]1[CH:14]=[CH:15][CH:16]=[C:17]2[C:22]=1[O:21][CH2:20][CH:19]([C:24](=[O:30])[C:25]([O:27][CH2:28][CH3:29])=[O:26])[C:18]2=[O:23], predict the reactants needed to synthesize it. The reactants are: C[Si](C)(C)[N-][Si](C)(C)C.[Na+].[CH3:11][O:12][C:13]1[CH:14]=[CH:15][CH:16]=[C:17]2[C:22]=1[O:21][CH2:20][CH2:19][C:18]2=[O:23].[C:24](OCC)(=[O:30])[C:25]([O:27][CH2:28][CH3:29])=[O:26]. (2) The reactants are: [C:1]([Si:5]([CH3:14])([CH3:13])[O:6][C:7]([CH:9]=[C:10]([CH3:12])[CH3:11])=[CH2:8])([CH3:4])([CH3:3])[CH3:2].[CH:15]([C:17]1[CH:26]=[CH:25][C:20]([C:21]([O:23][CH3:24])=[O:22])=[CH:19][CH:18]=1)=[O:16]. Given the product [Si:5]([O:6][C:7]1[CH2:8][CH:15]([C:17]2[CH:26]=[CH:25][C:20]([C:21]([O:23][CH3:24])=[O:22])=[CH:19][CH:18]=2)[O:16][C:10]([CH3:12])([CH3:11])[CH:9]=1)([C:1]([CH3:3])([CH3:4])[CH3:2])([CH3:13])[CH3:14], predict the reactants needed to synthesize it. (3) Given the product [N:4]1([C:8]2[N:9]=[CH:10][N:11]=[C:12]3[N:2]([CH3:1])[N:3]=[C:14]([C:16]4[CH:17]=[N:18][N:19]([CH3:31])[C:20]=4[C:21]4[CH:26]=[CH:25][C:24]([C:27]([F:30])([F:29])[F:28])=[CH:23][N:22]=4)[C:13]=23)[CH2:7][CH2:6][CH2:5]1, predict the reactants needed to synthesize it. The reactants are: [CH3:1][NH:2][NH2:3].[N:4]1([C:8]2[C:13]([C:14]([C:16]3[CH:17]=[N:18][N:19]([CH3:31])[C:20]=3[C:21]3[CH:26]=[CH:25][C:24]([C:27]([F:30])([F:29])[F:28])=[CH:23][N:22]=3)=O)=[C:12](Cl)[N:11]=[CH:10][N:9]=2)[CH2:7][CH2:6][CH2:5]1.